Predict the product of the given reaction. From a dataset of Forward reaction prediction with 1.9M reactions from USPTO patents (1976-2016). Given the reactants [Cl:1][C:2]1[CH:17]=[CH:16][CH:15]=[CH:14][C:3]=1[CH2:4][CH:5]1[CH2:10][CH2:9][CH:8]([C:11](O)=[O:12])[CH2:7][CH2:6]1.[H-].[Al+3].[Li+].[H-].[H-].[H-], predict the reaction product. The product is: [Cl:1][C:2]1[CH:17]=[CH:16][CH:15]=[CH:14][C:3]=1[CH2:4][CH:5]1[CH2:6][CH2:7][CH:8]([CH2:11][OH:12])[CH2:9][CH2:10]1.